From a dataset of Forward reaction prediction with 1.9M reactions from USPTO patents (1976-2016). Predict the product of the given reaction. Given the reactants [F:1][CH:2]1[CH2:5][N:4]([C:6](=[O:42])[C@H:7]([NH:11][C:12]([C:14]2[C:22]3[C:17](=[N:18][CH:19]=[C:20]([C:23]4[C:31]5[C:26](=[CH:27][C:28]([Cl:32])=[CH:29][CH:30]=5)[N:25]([CH3:33])[N:24]=4)[N:21]=3)[N:16](COCC[Si](C)(C)C)[CH:15]=2)=[O:13])[CH2:8][O:9][CH3:10])[CH2:3]1.C(O)(C(F)(F)F)=O.C(N)CN, predict the reaction product. The product is: [F:1][CH:2]1[CH2:3][N:4]([C:6](=[O:42])[C@H:7]([NH:11][C:12]([C:14]2[C:22]3[C:17](=[N:18][CH:19]=[C:20]([C:23]4[C:31]5[C:26](=[CH:27][C:28]([Cl:32])=[CH:29][CH:30]=5)[N:25]([CH3:33])[N:24]=4)[N:21]=3)[NH:16][CH:15]=2)=[O:13])[CH2:8][O:9][CH3:10])[CH2:5]1.